The task is: Predict which catalyst facilitates the given reaction.. This data is from Catalyst prediction with 721,799 reactions and 888 catalyst types from USPTO. (1) Reactant: [F:1][C:2]1[CH:7]=[CH:6][C:5]([F:8])=[CH:4][C:3]=1[C@@H:9]1[N:14]([CH3:15])[C:13](=[O:16])[CH2:12][CH2:11][C@H:10]1[N+:17]([O-])=O.[BH4-].[Na+].[C:22](O[C:22]([O:24][C:25]([CH3:28])([CH3:27])[CH3:26])=[O:23])([O:24][C:25]([CH3:28])([CH3:27])[CH3:26])=[O:23]. Product: [F:1][C:2]1[CH:7]=[CH:6][C:5]([F:8])=[CH:4][C:3]=1[C@H:9]1[C@H:10]([NH:17][C:22](=[O:23])[O:24][C:25]([CH3:28])([CH3:27])[CH3:26])[CH2:11][CH2:12][C:13](=[O:16])[N:14]1[CH3:15]. The catalyst class is: 652. (2) Reactant: I[CH2:2][CH3:3].C[O-].[Na+].[C:7]([O:11][C:12]([NH:14][C@@H:15]([CH2:19][OH:20])[C:16]([OH:18])=[O:17])=[O:13])([CH3:10])([CH3:9])[CH3:8]. Product: [C:7]([O:11][C:12]([NH:14][C@@H:15]([CH2:19][O:20][CH2:2][CH3:3])[C:16]([OH:18])=[O:17])=[O:13])([CH3:10])([CH3:9])[CH3:8]. The catalyst class is: 1. (3) Reactant: [NH2:1][C:2]1[CH:6]=[C:5]([C:7]2[O:8][CH:9]=[CH:10][CH:11]=2)[NH:4][C:3]=1[C:12]([O:14]CC)=O.C(O)(=O)C.[CH:21](N)=[NH:22]. Product: [O:8]1[CH:9]=[CH:10][CH:11]=[C:7]1[C:5]1[NH:4][C:3]2[C:12](=[O:14])[NH:22][CH:21]=[N:1][C:2]=2[CH:6]=1. The catalyst class is: 8. (4) Reactant: [CH2:1]([N:6]1[CH2:11][CH2:10][C:9]2([C:19]3[C:14](=[CH:15][CH:16]=[CH:17][CH:18]=3)[N:13]([C:20]3[CH:26]=[CH:25][CH:24]=[CH:23][C:21]=3[NH2:22])[CH2:12]2)[CH2:8][CH2:7]1)[C:2]([CH3:5])([CH3:4])[CH3:3].[C:27]([N:35]=[C:36]=[S:37])(=[O:34])[C:28]1[CH:33]=[CH:32][CH:31]=[CH:30][CH:29]=1. Product: [CH2:1]([N:6]1[CH2:11][CH2:10][C:9]2([C:19]3[C:14](=[CH:15][CH:16]=[CH:17][CH:18]=3)[N:13]([C:20]3[CH:26]=[CH:25][CH:24]=[CH:23][C:21]=3[NH:22][C:36]([NH:35][C:27](=[O:34])[C:28]3[CH:29]=[CH:30][CH:31]=[CH:32][CH:33]=3)=[S:37])[CH2:12]2)[CH2:8][CH2:7]1)[C:2]([CH3:5])([CH3:4])[CH3:3]. The catalyst class is: 2. (5) Product: [CH3:31][N:19]([CH2:20][C:21]1[S:25][C:24]2[CH:26]=[CH:27][CH:28]=[CH:29][C:23]=2[C:22]=1[CH3:30])[C:17](=[O:18])/[CH:16]=[CH:15]/[C:12]1[CH:13]=[N:14][C:8]2[NH:7][C:6](=[O:32])[N:5]([CH2:4][CH:3]=[O:2])[CH2:10][C:9]=2[CH:11]=1. The catalyst class is: 2. Reactant: C[O:2][CH:3](OC)[CH2:4][N:5]1[CH2:10][C:9]2[CH:11]=[C:12](/[CH:15]=[CH:16]/[C:17]([N:19]([CH3:31])[CH2:20][C:21]3[S:25][C:24]4[CH:26]=[CH:27][CH:28]=[CH:29][C:23]=4[C:22]=3[CH3:30])=[O:18])[CH:13]=[N:14][C:8]=2[NH:7][C:6]1=[O:32].C(O)(C(F)(F)F)=O.O. (6) Reactant: O=C1C2C(=CC=CC=2)C(=O)[N:3]1[CH2:12][CH:13]1[N:22]2[C:17](=[CH:18][C:19](=[O:28])[C:20]([C:23]([O:25][CH2:26][CH3:27])=[O:24])=[CH:21]2)[C:16]2[CH:29]=[C:30]([O:36][CH2:37][CH3:38])[C:31]([O:33][CH2:34][CH3:35])=[CH:32][C:15]=2[CH2:14]1.O.NN. Product: [NH2:3][CH2:12][CH:13]1[N:22]2[C:17](=[CH:18][C:19](=[O:28])[C:20]([C:23]([O:25][CH2:26][CH3:27])=[O:24])=[CH:21]2)[C:16]2[CH:29]=[C:30]([O:36][CH2:37][CH3:38])[C:31]([O:33][CH2:34][CH3:35])=[CH:32][C:15]=2[CH2:14]1. The catalyst class is: 40. (7) Reactant: C[O:2][C:3](=[O:17])[C:4]1[CH:9]=[C:8]([S:10]([CH:13]2[CH2:15][CH2:14]2)(=[O:12])=[O:11])[CH:7]=[CH:6][C:5]=1[OH:16].[CH3:18][CH:19](O)[CH3:20].C1(P(C2C=CC=CC=2)C2C=CC=CN=2)C=CC=CC=1.N(C(OC(C)(C)C)=O)=NC(OC(C)(C)C)=O.[OH-].[Na+]. Product: [CH:13]1([S:10]([C:8]2[CH:7]=[CH:6][C:5]([O:16][CH:19]([CH3:20])[CH3:18])=[C:4]([CH:9]=2)[C:3]([OH:2])=[O:17])(=[O:12])=[O:11])[CH2:15][CH2:14]1. The catalyst class is: 1. (8) Reactant: C([NH:18][C@H:19]([C:25]([C@@:27]1([N:36]2[C:46]3[N:45]=[C:43]([NH2:44])[NH:42][C:40](=[O:41])[C:39]=3[N:38]=[CH:37]2)[O:35][C@H:32]([CH2:33][OH:34])[C@@H:30]([OH:31])[C@H:28]1[OH:29])=[O:26])[CH2:20][CH2:21][CH2:22][CH2:23][NH2:24])(OCC1C2C(=CC=CC=2)C2C1=CC=CC=2)=O.N1CCCCC1. Product: [NH2:18][C@H:19]([C:25]([C@@:27]1([N:36]2[C:46]3[N:45]=[C:43]([NH2:44])[NH:42][C:40](=[O:41])[C:39]=3[N:38]=[CH:37]2)[O:35][C@H:32]([CH2:33][OH:34])[C@@H:30]([OH:31])[C@H:28]1[OH:29])=[O:26])[CH2:20][CH2:21][CH2:22][CH2:23][NH2:24]. The catalyst class is: 17. (9) Reactant: [CH3:1][Si](C=[N+]=[N-])(C)C.[CH2:8]([C@:15]1([CH2:21][C:22]([OH:24])=[O:23])[CH2:19][CH2:18][C@@H:17]([CH3:20])[CH2:16]1)[C:9]1[CH:14]=[CH:13][CH:12]=[CH:11][CH:10]=1. Product: [CH3:1][O:23][C:22](=[O:24])[CH2:21][C@@:15]1([CH2:8][C:9]2[CH:14]=[CH:13][CH:12]=[CH:11][CH:10]=2)[CH2:19][CH2:18][C@@H:17]([CH3:20])[CH2:16]1. The catalyst class is: 224.